This data is from Catalyst prediction with 721,799 reactions and 888 catalyst types from USPTO. The task is: Predict which catalyst facilitates the given reaction. (1) Reactant: [CH3:1][C:2]1[C:7]2[O:8][C:9]([NH:11][CH:12]3[CH2:17][CH2:16][NH:15][CH2:14][CH2:13]3)=[N:10][C:6]=2[CH:5]=[CH:4][N:3]=1.[CH2:18]([O:20][C:21]1[CH:22]=[C:23]([CH:26]=[C:27]([O:30][CH2:31][CH3:32])[C:28]=1[F:29])[CH:24]=O)[CH3:19].C([BH3-])#N.[Na+].C(N(C(C)C)C(C)C)C. Product: [CH2:18]([O:20][C:21]1[CH:22]=[C:23]([CH:26]=[C:27]([O:30][CH2:31][CH3:32])[C:28]=1[F:29])[CH2:24][N:15]1[CH2:16][CH2:17][CH:12]([NH:11][C:9]2[O:8][C:7]3[C:2]([CH3:1])=[N:3][CH:4]=[CH:5][C:6]=3[N:10]=2)[CH2:13][CH2:14]1)[CH3:19]. The catalyst class is: 212. (2) Reactant: [CH3:1][O:2][C:3]1[CH:8]=[CH:7][C:6]([CH2:9][CH2:10][NH:11][C:12](=[O:14])[CH3:13])=[CH:5][C:4]=1[N+:15]([O-])=O.[ClH:18]. Product: [ClH:18].[NH2:15][C:4]1[CH:5]=[C:6]([CH2:9][CH2:10][NH:11][C:12](=[O:14])[CH3:13])[CH:7]=[CH:8][C:3]=1[O:2][CH3:1]. The catalyst class is: 29. (3) Reactant: [C:1]1([C:7]2[C:8]([C:17]([NH2:19])=[O:18])=[C:9]([NH:12][C:13](=O)[CH2:14][CH3:15])[S:10][CH:11]=2)[CH:6]=[CH:5][CH:4]=[CH:3][CH:2]=1.C(O)C.C[O-].[Na+].Cl. Product: [CH2:14]([C:13]1[NH:19][C:17](=[O:18])[C:8]2[C:7]([C:1]3[CH:6]=[CH:5][CH:4]=[CH:3][CH:2]=3)=[CH:11][S:10][C:9]=2[N:12]=1)[CH3:15]. The catalyst class is: 6. (4) Reactant: [Cl:1][C:2]1[CH:3]=[C:4]([CH:22]=[CH:23][C:24]=1[Cl:25])[CH2:5][NH:6][C:7](=[O:21])[NH:8][C:9]1[S:10][CH:11]=[C:12]([C:14](=O)[C:15]([O:17]CC)=O)[N:13]=1.[BH3-][C:27]#[N:28].[Na+].[CH3:30][NH2:31]. Product: [Cl:1][C:2]1[CH:3]=[C:4]([CH:22]=[CH:23][C:24]=1[Cl:25])[CH2:5][NH:6][C:7](=[O:21])[NH:8][C:9]1[S:10][CH:11]=[C:12]([CH:14]([NH:28][CH3:27])[C:15]([NH:31][CH3:30])=[O:17])[N:13]=1. The catalyst class is: 7. (5) Reactant: [C:1]([C:5]1[S:9][C:8](=[NH:10])[N:7]([CH2:11][C@H:12]2[CH2:16][CH2:15][CH2:14][O:13]2)[N:6]=1)([CH3:4])([CH3:3])[CH3:2].[CH2:17](N(CC)CC)C.[N+]([C:27]1[CH:32]=[CH:31][C:30]([NH:33][C:34](Cl)=[O:35])=[CH:29][CH:28]=1)([O-])=O.CC1CCC(N)CC1. Product: [C:1]([C:5]1[S:9]/[C:8](=[N:10]\[C:34]([NH:33][CH:30]2[CH2:31][CH2:32][CH:27]([CH3:17])[CH2:28][CH2:29]2)=[O:35])/[N:7]([CH2:11][C@H:12]2[CH2:16][CH2:15][CH2:14][O:13]2)[N:6]=1)([CH3:4])([CH3:2])[CH3:3]. The catalyst class is: 7. (6) Reactant: [CH3:1][N:2]([C:11]1[CH:12]=[CH:13][CH:14]=[C:15]2[C:19]=1[NH:18][C:17]([C:20]1[S:21][C:22]3([CH2:29][CH2:28][NH:27][CH2:26][CH2:25]3)[CH2:23][N:24]=1)=[CH:16]2)[S:3]([C:6]1[S:7][CH:8]=[CH:9][CH:10]=1)(=[O:5])=[O:4].[CH3:30][N:31]1[CH2:35][CH2:34][N:33]=[C:32]1[CH:36]=O.C(O[BH-](OC(=O)C)OC(=O)C)(=O)C.[Na+].O. Product: [CH3:1][N:2]([C:11]1[CH:12]=[CH:13][CH:14]=[C:15]2[C:19]=1[NH:18][C:17]([C:20]1[S:21][C:22]3([CH2:29][CH2:28][N:27]([CH2:36][C:32]4[N:31]([CH3:30])[CH:35]=[CH:34][N:33]=4)[CH2:26][CH2:25]3)[CH2:23][N:24]=1)=[CH:16]2)[S:3]([C:6]1[S:7][CH:8]=[CH:9][CH:10]=1)(=[O:4])=[O:5]. The catalyst class is: 7.